From a dataset of Catalyst prediction with 721,799 reactions and 888 catalyst types from USPTO. Predict which catalyst facilitates the given reaction. (1) Reactant: [N+:1]([C:4]1[C:5]([N:22]2[CH2:27][CH2:26][CH2:25][C@H:24]([NH:28][C:29](=[O:35])[O:30][C:31]([CH3:34])([CH3:33])[CH3:32])[CH2:23]2)=[C:6]2[CH:12]=[CH:11][N:10]([S:13]([C:16]3[CH:21]=[CH:20][CH:19]=[CH:18][CH:17]=3)(=[O:15])=[O:14])[C:7]2=[N:8][CH:9]=1)([O-])=O.[NH4+].[Cl-].CCO. Product: [NH2:1][C:4]1[C:5]([N:22]2[CH2:27][CH2:26][CH2:25][C@H:24]([NH:28][C:29](=[O:35])[O:30][C:31]([CH3:33])([CH3:32])[CH3:34])[CH2:23]2)=[C:6]2[CH:12]=[CH:11][N:10]([S:13]([C:16]3[CH:17]=[CH:18][CH:19]=[CH:20][CH:21]=3)(=[O:15])=[O:14])[C:7]2=[N:8][CH:9]=1. The catalyst class is: 150. (2) Reactant: [Cl:1][C:2]1[CH:8]=[C:7]([O:9][C:10]2[C:19]3[C:14](=[CH:15][C:16]([O:22][CH3:23])=[C:17]([O:20][CH3:21])[CH:18]=3)[N:13]=[CH:12][N:11]=2)[CH:6]=[CH:5][C:3]=1[NH2:4].Cl[C:25](Cl)([O:27][C:28](=[O:34])OC(Cl)(Cl)Cl)Cl.[CH:36]1(CO)[CH2:39][CH2:38][CH2:37]1.C(=O)(O)[O-].[Na+]. Product: [Cl:1][C:2]1[CH:8]=[C:7]([O:9][C:10]2[C:19]3[C:14](=[CH:15][C:16]([O:22][CH3:23])=[C:17]([O:20][CH3:21])[CH:18]=3)[N:13]=[CH:12][N:11]=2)[CH:6]=[CH:5][C:3]=1[NH:4][C:28](=[O:34])[O:27][CH2:25][CH:36]1[CH2:39][CH2:38][CH2:37]1. The catalyst class is: 208. (3) Reactant: [O:1]=[C:2]([C:15]1[CH:20]=[C:19]([O:21][CH3:22])[C:18]([O:23][CH3:24])=[C:17]([O:25][CH3:26])[CH:16]=1)[CH2:3][C:4]([O:6][C:7]1[CH:12]=[CH:11][CH:10]=[C:9]([O:13][CH3:14])[CH:8]=1)=[O:5].C(NC1C=CC(S([N:40]=[N+:41]=[N-])(=O)=O)=CC=1)(=O)C.C(#N)C. Product: [N+:40](=[C:3]([C:2](=[O:1])[C:15]1[CH:16]=[C:17]([O:25][CH3:26])[C:18]([O:23][CH3:24])=[C:19]([O:21][CH3:22])[CH:20]=1)[C:4]([O:6][C:7]1[CH:12]=[CH:11][CH:10]=[C:9]([O:13][CH3:14])[CH:8]=1)=[O:5])=[N-:41]. The catalyst class is: 66.